This data is from NCI-60 drug combinations with 297,098 pairs across 59 cell lines. The task is: Regression. Given two drug SMILES strings and cell line genomic features, predict the synergy score measuring deviation from expected non-interaction effect. (1) Drug 1: CC1C(C(CC(O1)OC2CC(CC3=C2C(=C4C(=C3O)C(=O)C5=C(C4=O)C(=CC=C5)OC)O)(C(=O)C)O)N)O.Cl. Drug 2: CCC1(C2=C(COC1=O)C(=O)N3CC4=CC5=C(C=CC(=C5CN(C)C)O)N=C4C3=C2)O.Cl. Cell line: UACC62. Synergy scores: CSS=20.3, Synergy_ZIP=-12.0, Synergy_Bliss=-5.45, Synergy_Loewe=-8.23, Synergy_HSA=-3.63. (2) Drug 1: CC(C)(C#N)C1=CC(=CC(=C1)CN2C=NC=N2)C(C)(C)C#N. Drug 2: C1C(C(OC1N2C=NC(=NC2=O)N)CO)O. Cell line: DU-145. Synergy scores: CSS=7.00, Synergy_ZIP=-0.974, Synergy_Bliss=3.26, Synergy_Loewe=1.34, Synergy_HSA=-1.72. (3) Drug 1: CC1=CC2C(CCC3(C2CCC3(C(=O)C)OC(=O)C)C)C4(C1=CC(=O)CC4)C. Drug 2: CCN(CC)CCNC(=O)C1=C(NC(=C1C)C=C2C3=C(C=CC(=C3)F)NC2=O)C. Cell line: OVCAR-5. Synergy scores: CSS=-12.2, Synergy_ZIP=3.37, Synergy_Bliss=-3.01, Synergy_Loewe=-7.90, Synergy_HSA=-7.66. (4) Drug 1: C1=CN(C=N1)CC(O)(P(=O)(O)O)P(=O)(O)O. Drug 2: CN(C(=O)NC(C=O)C(C(C(CO)O)O)O)N=O. Cell line: OVCAR-8. Synergy scores: CSS=-8.19, Synergy_ZIP=6.73, Synergy_Bliss=2.15, Synergy_Loewe=-5.28, Synergy_HSA=-6.87. (5) Drug 1: CC=C1C(=O)NC(C(=O)OC2CC(=O)NC(C(=O)NC(CSSCCC=C2)C(=O)N1)C(C)C)C(C)C. Drug 2: CS(=O)(=O)CCNCC1=CC=C(O1)C2=CC3=C(C=C2)N=CN=C3NC4=CC(=C(C=C4)OCC5=CC(=CC=C5)F)Cl. Cell line: BT-549. Synergy scores: CSS=49.6, Synergy_ZIP=-1.55, Synergy_Bliss=-1.02, Synergy_Loewe=-71.4, Synergy_HSA=-0.244. (6) Drug 1: CC12CCC3C(C1CCC2=O)CC(=C)C4=CC(=O)C=CC34C. Drug 2: C1CN(P(=O)(OC1)NCCCl)CCCl. Cell line: A549. Synergy scores: CSS=29.5, Synergy_ZIP=-1.10, Synergy_Bliss=-1.16, Synergy_Loewe=-22.6, Synergy_HSA=-0.425.